Dataset: Full USPTO retrosynthesis dataset with 1.9M reactions from patents (1976-2016). Task: Predict the reactants needed to synthesize the given product. (1) Given the product [NH2:20][C:21]1[CH:30]=[CH:29][C:28]2[C:23](=[C:24]([O:31][CH2:66][CH2:62][O:59][CH2:58][CH2:57][O:56][C:55]3[CH:54]=[CH:15][CH:16]=[C:17]4[C:40]=3[N:42]=[C:14]([NH2:61])[CH:19]=[CH:18]4)[CH:25]=[CH:26][CH:27]=2)[N:22]=1, predict the reactants needed to synthesize it. The reactants are: [CH:14]1[CH:19]=[CH:18][C:17](P([C:14]2[CH:19]=[CH:18][CH:17]=[CH:16][CH:15]=2)[C:14]2[CH:19]=[CH:18][CH:17]=[CH:16][CH:15]=2)=[CH:16][CH:15]=1.[NH2:20][C:21]1[CH:30]=[CH:29][C:28]2[C:23](=[C:24]([OH:31])[CH:25]=[CH:26][CH:27]=2)[N:22]=1.C1C=CC(CO[C:40](/[N:42]=N/C(OCC2C=CC=CC=2)=O)=O)=CC=1.[CH2:54](O)[CH2:55][O:56][CH2:57][CH2:58][OH:59].[NH3:61].[CH2:62]1[CH2:66]OCC1. (2) Given the product [NH2:34][C:33]1[C:28]2[N:27]=[N:26][N:25]([C@@H:11]3[O:12][C@H:13](/[CH:15]=[CH:16]/[P:17](=[O:18])([OH:19])[OH:22])[CH2:14][C@H:10]3[OH:9])[C:29]=2[N:30]=[CH:31][N:32]=1, predict the reactants needed to synthesize it. The reactants are: C([O:9][C@@H:10]1[CH2:14][C@@H:13](/[CH:15]=[CH:16]/[P:17]([O:22]CC)([O:19]CC)=[O:18])[O:12][C@H:11]1[N:25]1[C:29]2[N:30]=[CH:31][N:32]=[C:33]([NH2:34])[C:28]=2[N:27]=[N:26]1)(=O)C1C=CC=CC=1.C(NC1NC(=O)C2N=CN(C3C(OC(=O)C4C=CC=CC=4)CC(C=CP(O)(O)=O)O3)C=2N=1)(=O)C. (3) The reactants are: Br[C:2]12[CH2:11][CH:6]3[CH2:7][CH:8]([CH2:10][C:4]([C:12]([OH:14])=[O:13])([CH2:5]3)[CH2:3]1)[CH2:9]2.[Al+3].[Cl-:16].[Cl-].[Cl-]. Given the product [Cl:16][C:2]1[CH:11]=[CH:6][C:5]([C:2]23[CH2:11][CH:6]4[CH2:7][CH:8]([CH2:10][C:4]([C:12]([OH:14])=[O:13])([CH2:5]4)[CH2:3]2)[CH2:9]3)=[CH:4][CH:3]=1, predict the reactants needed to synthesize it. (4) Given the product [CH2:8]([C:9]1[N:10]=[C:15]([OH:16])[CH:14]=[C:13]([OH:20])[N:11]=1)[CH:7]([CH3:12])[CH3:6], predict the reactants needed to synthesize it. The reactants are: [Na].C(O)C.Cl.[CH3:6][CH:7]([CH3:12])[CH2:8][C:9](=[NH:11])[NH2:10].[C:13](OCC)(=[O:20])[CH2:14][C:15](OCC)=[O:16]. (5) Given the product [F:1][C:2]1[CH:3]=[C:4]([S:8]([C:11]2([CH:12]3[CH2:13][CH2:14][N:15]([C:18]([O:20][C:21]([CH3:24])([CH3:23])[CH3:22])=[O:19])[CH2:16][CH2:17]3)[CH2:34][CH:32]([OH:33])[CH2:31]2)(=[O:10])=[O:9])[CH:5]=[CH:6][CH:7]=1, predict the reactants needed to synthesize it. The reactants are: [F:1][C:2]1[CH:3]=[C:4]([S:8]([CH2:11][CH:12]2[CH2:17][CH2:16][N:15]([C:18]([O:20][C:21]([CH3:24])([CH3:23])[CH3:22])=[O:19])[CH2:14][CH2:13]2)(=[O:10])=[O:9])[CH:5]=[CH:6][CH:7]=1.[Li]CCCC.Cl[CH2:31][CH:32]1[CH2:34][O:33]1.C(#N)C. (6) Given the product [NH2:14][C:15]1[CH:23]=[CH:22][C:21]([C:24]([F:25])([F:26])[F:27])=[CH:20][C:16]=1[C:17]([NH:13][CH2:12][C:7]1[CH:8]=[CH:9][CH:10]=[CH:11][C:6]=1[S:3]([CH2:1][CH3:2])(=[O:5])=[O:4])=[O:18], predict the reactants needed to synthesize it. The reactants are: [CH2:1]([S:3]([C:6]1[CH:11]=[CH:10][CH:9]=[CH:8][C:7]=1[CH2:12][NH2:13])(=[O:5])=[O:4])[CH3:2].[NH2:14][C:15]1[CH:23]=[CH:22][C:21]([C:24]([F:27])([F:26])[F:25])=[CH:20][C:16]=1[C:17](O)=[O:18]. (7) Given the product [Cl:42][C:43]1[CH:44]=[C:45]([N:49]2[C:9]([C:7]3[CH:6]=[CH:5][N:4]=[C:3]([Cl:2])[CH:8]=3)=[CH:10][C:11]([C:12]([OH:14])=[O:13])=[N:50]2)[CH:46]=[CH:47][CH:48]=1, predict the reactants needed to synthesize it. The reactants are: [Li].[Cl:2][C:3]1[CH:8]=[C:7]([C:9]([O-])=[CH:10][C:11](=O)[C:12]([O:14]CC)=[O:13])[CH:6]=[CH:5][N:4]=1.ClC1C=C(C2N(C3C=CC=CN=3)N=C(C(O)=O)C=2)C=C(F)C=1.Cl.[Cl:42][C:43]1[CH:44]=[C:45]([NH:49][NH2:50])[CH:46]=[CH:47][CH:48]=1. (8) Given the product [S:1]1[C:5]2[CH:6]=[CH:7][CH:8]=[CH:9][C:4]=2[N:3]=[C:2]1[S:10]([CH2:11][C:12]([N:14]1[C:23]2[C:18](=[CH:19][CH:20]=[CH:21][CH:22]=2)[CH2:17][CH2:16][CH2:15]1)=[O:13])=[O:32], predict the reactants needed to synthesize it. The reactants are: [S:1]1[C:5]2[CH:6]=[CH:7][CH:8]=[CH:9][C:4]=2[N:3]=[C:2]1[S:10][CH2:11][C:12]([N:14]1[C:23]2[C:18](=[CH:19][CH:20]=[CH:21][CH:22]=2)[CH2:17][CH2:16][CH2:15]1)=[O:13].C1C=C(Cl)C=C(C(OO)=[O:32])C=1. (9) The reactants are: [CH2:1]([O:3][C:4]([C:6]1[S:10][C:9]([C:11]2[CH:16]=[CH:15][C:14]([Cl:17])=[CH:13][CH:12]=2)=[N:8][C:7]=1[CH2:18]Br)=[O:5])[CH3:2].[CH2:20]([O:22][C:23](=[O:33])[CH2:24][NH:25][C:26]([O:28][C:29]([CH3:32])([CH3:31])[CH3:30])=[O:27])[CH3:21].[H-].[Na+]. Given the product [CH2:1]([O:3][C:4]([C:6]1[S:10][C:9]([C:11]2[CH:16]=[CH:15][C:14]([Cl:17])=[CH:13][CH:12]=2)=[N:8][C:7]=1[CH2:18][N:25]([C:26]([O:28][C:29]([CH3:30])([CH3:32])[CH3:31])=[O:27])[CH2:24][C:23]([O:22][CH2:20][CH3:21])=[O:33])=[O:5])[CH3:2], predict the reactants needed to synthesize it.